This data is from Reaction yield outcomes from USPTO patents with 853,638 reactions. The task is: Predict the reaction yield, written as a fraction of the theoretical maximum amount of product (1.0 means a 100% yield; for example, 0.34 means a 34% yield). (1) The reactants are C(C1C=C(NC(=O)C[CH2:17][CH2:18][C:19]2[CH:24]=[CH:23][C:22]([B:25]([OH:27])[OH:26])=[CH:21][CH:20]=2)C=CC=1S(CC)(=O)=O)#N.BrC1C=CC(C[CH2:35][N:36](C)[C:37](=[O:46])[O:38][CH2:39][C:40]2[CH:45]=[CH:44][CH:43]=[CH:42][CH:41]=2)=CC=1. No catalyst specified. The product is [CH2:39]([O:38][C:37]([N:36]([CH3:35])[CH2:17][CH2:18][C:19]1[CH:20]=[CH:21][C:22]([B:25]([OH:26])[OH:27])=[CH:23][CH:24]=1)=[O:46])[C:40]1[CH:45]=[CH:44][CH:43]=[CH:42][CH:41]=1. The yield is 0.740. (2) The reactants are [CH3:1][N:2]([S:9]([C:12]1[CH:17]=[CH:16][C:15]([F:18])=[CH:14][CH:13]=1)(=[O:11])=[O:10])[C:3]1([C:6]([OH:8])=O)[CH2:5][CH2:4]1.CCOC(OC(OCC)=O)=O.[F:30][C:31]([F:48])([F:47])[O:32][C:33]1[CH:38]=[CH:37][C:36]([C:39]2[CH:40]=[C:41]([CH2:45][NH2:46])[CH:42]=[CH:43][CH:44]=2)=[CH:35][CH:34]=1. The catalyst is C1COCC1. The product is [F:18][C:15]1[CH:16]=[CH:17][C:12]([S:9]([N:2]([CH3:1])[C:3]2([C:6]([NH:46][CH2:45][C:41]3[CH:42]=[CH:43][CH:44]=[C:39]([C:36]4[CH:37]=[CH:38][C:33]([O:32][C:31]([F:30])([F:47])[F:48])=[CH:34][CH:35]=4)[CH:40]=3)=[O:8])[CH2:4][CH2:5]2)(=[O:11])=[O:10])=[CH:13][CH:14]=1. The yield is 0.150. (3) The reactants are [CH:1]1[C:6]2[C:7]([C:16]3[CH:23]=[CH:22][C:19]([CH:20]=[O:21])=[CH:18][C:17]=3[F:24])=[N:8][C:9]3[CH:15]=[CH:14][CH:13]=[CH:12][C:10]=3[O:11][C:5]=2[CH:4]=[CH:3][CH:2]=1.C(N(CC)CC)C.[C-]#N.[K+].[OH:35][C:36](C)(C)C#N. The catalyst is CO. The product is [CH:1]1[C:6]2[C:7]([C:16]3[CH:23]=[CH:22][C:19]([C:20]([O:35][CH3:36])=[O:21])=[CH:18][C:17]=3[F:24])=[N:8][C:9]3[CH:15]=[CH:14][CH:13]=[CH:12][C:10]=3[O:11][C:5]=2[CH:4]=[CH:3][CH:2]=1. The yield is 0.560.